Dataset: Forward reaction prediction with 1.9M reactions from USPTO patents (1976-2016). Task: Predict the product of the given reaction. Given the reactants C(OC(=O)[NH:7][C@H:8]([C:32]1[NH:36][C:35]2[CH:37]=[CH:38][C:39]([C:41]3[CH:46]=[CH:45][C:44]([C:47]#[N:48])=[C:43]([F:49])[CH:42]=3)=[CH:40][C:34]=2[N:33]=1)[CH2:9][C:10](=[O:31])[NH:11]C(C1C=CC=CC=1)(C1C=CC=CC=1)C1C=CC=CC=1)(C)(C)C.FC(F)(F)C(O)=O, predict the reaction product. The product is: [NH2:7][C@H:8]([C:32]1[NH:36][C:35]2[CH:37]=[CH:38][C:39]([C:41]3[CH:46]=[CH:45][C:44]([C:47]#[N:48])=[C:43]([F:49])[CH:42]=3)=[CH:40][C:34]=2[N:33]=1)[CH2:9][C:10]([NH2:11])=[O:31].